From a dataset of Catalyst prediction with 721,799 reactions and 888 catalyst types from USPTO. Predict which catalyst facilitates the given reaction. (1) Reactant: Cl[C:2]1[CH:7]=[CH:6][CH:5]=[C:4](Cl)[C:3]=1[C:9]1[N:13]2[C:14]3[CH:15]=[CH:16][CH:17]=[CH:18][C:19]=3[C:20]3[CH:21]=[CH:22][CH:23]=[CH:24][C:25]=3[C:12]2=[N:11][CH:10]=1.[CH:26]1(P([CH:26]2[CH2:31][CH2:30][CH2:29][CH2:28][CH2:27]2)C2C=CC=CC=2C2C(OC)=CC=CC=2OC)[CH2:31][CH2:30][CH2:29][CH2:28][CH2:27]1.[O-]P([O-])([O-])=O.[K+].[K+].[K+]. Product: [C:26]1([C:2]2[CH:7]=[CH:6][CH:5]=[C:4]([C:2]3[CH:7]=[CH:6][CH:5]=[CH:4][CH:3]=3)[C:3]=2[C:9]2[N:13]3[C:14]4[CH:15]=[CH:16][CH:17]=[CH:18][C:19]=4[C:20]4[CH:21]=[CH:22][CH:23]=[CH:24][C:25]=4[C:12]3=[N:11][CH:10]=2)[CH:31]=[CH:30][CH:29]=[CH:28][CH:27]=1. The catalyst class is: 718. (2) Reactant: C(O[C:6]([N:8](C)[C@H:9]([C:13]([NH:15][C@H:16]([C:20]([N:22]([C@@H:24]([C@@H:66]([CH3:69])[CH2:67][CH3:68])[C@H:25]([O:64][CH3:65])[CH2:26][C:27]([N:29]1[CH2:33][CH2:32][CH2:31][C@H:30]1[C@H:34]([O:62][CH3:63])[C@@H:35]([CH3:61])[C:36]([NH:38][C@@H:39]([CH2:54][C:55]1[CH:60]=[CH:59][CH:58]=[CH:57][CH:56]=1)[C:40]([O:42][CH2:43][C:44]12[CH2:53][CH:48]3[CH2:49][CH:50]([CH2:52][CH:46]([CH2:47]3)[CH2:45]1)[CH2:51]2)=[O:41])=[O:37])=[O:28])[CH3:23])=[O:21])[CH:17]([CH3:19])[CH3:18])=[O:14])[CH:10]([CH3:12])[CH3:11])=O)(C)(C)C.[C:71]([OH:77])([C:73]([F:76])([F:75])[F:74])=[O:72]. Product: [F:74][C:73]([F:76])([F:75])[C:71]([OH:77])=[O:72].[CH3:6][NH:8][C@H:9]([C:13]([NH:15][C@H:16]([C:20]([N:22]([C@@H:24]([C@@H:66]([CH3:69])[CH2:67][CH3:68])[C@H:25]([O:64][CH3:65])[CH2:26][C:27]([N:29]1[CH2:33][CH2:32][CH2:31][C@H:30]1[C@H:34]([O:62][CH3:63])[C@@H:35]([CH3:61])[C:36]([NH:38][C@@H:39]([CH2:54][C:55]1[CH:56]=[CH:57][CH:58]=[CH:59][CH:60]=1)[C:40]([O:42][CH2:43][C:44]12[CH2:45][CH:46]3[CH2:52][CH:50]([CH2:49][CH:48]([CH2:47]3)[CH2:53]1)[CH2:51]2)=[O:41])=[O:37])=[O:28])[CH3:23])=[O:21])[CH:17]([CH3:18])[CH3:19])=[O:14])[CH:10]([CH3:12])[CH3:11]. The catalyst class is: 4. (3) Reactant: [Si]([O:8][C@@H:9]1[CH2:14][CH2:13][C@H:12]([N:15]2[C:23]3[CH:22]=[CH:21][N:20]=[C:19]([O:24]C)[C:18]=3[C:17]([C:26]3[CH:31]=[CH:30][C:29]([S:32]([NH2:35])(=[O:34])=[O:33])=[CH:28][CH:27]=3)=[CH:16]2)[CH2:11][CH2:10]1)(C(C)(C)C)(C)C.[I-].[Na+].Cl[Si](C)(C)C.C(=O)([O-])O.[Na+]. Product: [OH:8][C@@H:9]1[CH2:14][CH2:13][C@H:12]([N:15]2[C:23]3[CH:22]=[CH:21][NH:20][C:19](=[O:24])[C:18]=3[C:17]([C:26]3[CH:31]=[CH:30][C:29]([S:32]([NH2:35])(=[O:34])=[O:33])=[CH:28][CH:27]=3)=[CH:16]2)[CH2:11][CH2:10]1. The catalyst class is: 10. (4) Reactant: [CH2:1]([O:3][C:4](=[O:15])[CH2:5][C:6]1[CH:11]=[CH:10][C:9](B(O)O)=[CH:8][CH:7]=1)[CH3:2].Br[C:17]1[CH:22]=[CH:21][N:20]=[N:19][CH:18]=1.C1(C)C=CC=CC=1.C([O-])([O-])=O.[Na+].[Na+]. Product: [N:19]1[CH:18]=[CH:17][C:22]([C:9]2[CH:10]=[CH:11][C:6]([CH2:5][C:4]([O:3][CH2:1][CH3:2])=[O:15])=[CH:7][CH:8]=2)=[CH:21][N:20]=1. The catalyst class is: 461. (5) Reactant: [Cl:1][C:2]1[CH:3]=[N:4][CH:5]=[C:6]([Cl:30])[C:7]=1[CH2:8][C:9]([C:11]1[CH:16]=[CH:15][C:14]([O:17]C)=[C:13]([O:19][CH3:20])[C:12]=1[O:21][CH2:22][CH2:23][C:24]1[CH:29]=[CH:28][CH:27]=[CH:26][CH:25]=1)=[O:10].N1CCCCC1. Product: [Cl:30][C:6]1[CH:5]=[N:4][CH:3]=[C:2]([Cl:1])[C:7]=1[CH2:8][C:9]([C:11]1[CH:16]=[CH:15][C:14]([OH:17])=[C:13]([O:19][CH3:20])[C:12]=1[O:21][CH2:22][CH2:23][C:24]1[CH:25]=[CH:26][CH:27]=[CH:28][CH:29]=1)=[O:10]. The catalyst class is: 6. (6) The catalyst class is: 3. Reactant: [F:1][C:2]1[N:10]=[C:9]2[C:5]([N:6]=[C:7]([CH2:11][C:12]3[C:20]([I:21])=[CH:19][C:15]4[O:16][CH2:17][O:18][C:14]=4[CH:13]=3)[NH:8]2)=[C:4]([NH2:22])[N:3]=1.C([O-])([O-])=O.[Cs+].[Cs+].[OH:29][CH2:30][CH2:31][CH2:32]OS(C1C=CC(C)=CC=1)(=O)=O. Product: [NH2:22][C:4]1[N:3]=[C:2]([F:1])[N:10]=[C:9]2[C:5]=1[N:6]=[C:7]([CH2:11][C:12]1[C:20]([I:21])=[CH:19][C:15]3[O:16][CH2:17][O:18][C:14]=3[CH:13]=1)[N:8]2[CH2:32][CH2:31][CH2:30][OH:29].